This data is from Catalyst prediction with 721,799 reactions and 888 catalyst types from USPTO. The task is: Predict which catalyst facilitates the given reaction. (1) Reactant: [CH2:1]([C:3]1[C:11]2[O:10][CH2:9][CH:8]([C:12]3[CH:17]=[CH:16][C:15]([CH:18]([CH3:20])[CH3:19])=[CH:14][CH:13]=3)[C:7]=2[C:6]([CH3:21])=[C:5]([NH:22][C:23](=[O:30])OCC(Cl)(Cl)Cl)[C:4]=1[CH3:31])[CH3:2].[NH2:32][CH2:33][CH2:34][OH:35]. Product: [CH2:1]([C:3]1[C:11]2[O:10][CH2:9][CH:8]([C:12]3[CH:17]=[CH:16][C:15]([CH:18]([CH3:20])[CH3:19])=[CH:14][CH:13]=3)[C:7]=2[C:6]([CH3:21])=[C:5]([NH:22][C:23]([NH:32][CH2:33][CH2:34][OH:35])=[O:30])[C:4]=1[CH3:31])[CH3:2]. The catalyst class is: 195. (2) Reactant: [F:1][C:2]1[C:3]([N:20]([C:28]2[CH:33]=[CH:32][CH:31]=[C:30]([N:34]([OH:39])[C:35](=[O:38])[CH:36]=[CH2:37])[CH:29]=2)C(=O)OC(C)(C)C)=[N:4][C:5]([NH:8][C:9]2[CH:14]=[CH:13][C:12]([O:15][CH2:16][CH2:17][O:18][CH3:19])=[CH:11][CH:10]=2)=[N:6][CH:7]=1.FC(F)(F)C(O)=O.CCCCCC.C(OCC)(=O)C. Product: [F:1][C:2]1[C:3]([NH:20][C:28]2[CH:29]=[C:30]([N:34]([OH:39])[C:35](=[O:38])[CH:36]=[CH2:37])[CH:31]=[CH:32][CH:33]=2)=[N:4][C:5]([NH:8][C:9]2[CH:10]=[CH:11][C:12]([O:15][CH2:16][CH2:17][O:18][CH3:19])=[CH:13][CH:14]=2)=[N:6][CH:7]=1. The catalyst class is: 2.